Dataset: Forward reaction prediction with 1.9M reactions from USPTO patents (1976-2016). Task: Predict the product of the given reaction. (1) Given the reactants C([NH:4][CH2:5][C@H:6]([C:8]1[CH:9]=[CH:10][CH:11]=[C:12]2[C:17]=1[N:16]=[CH:15][CH:14]=[C:13]2[C:18]([NH:20][CH3:21])=[O:19])[CH3:7])(=O)C.[ClH:22].[OH-].[Na+].Cl.CC(O)C.Cl.NC[C@H](C1C=CC=C2C=1N=CC=C2C(NC)=O)C, predict the reaction product. The product is: [ClH:22].[ClH:22].[NH2:4][CH2:5][C@H:6]([C:8]1[CH:9]=[CH:10][CH:11]=[C:12]2[C:17]=1[N:16]=[CH:15][CH:14]=[C:13]2[C:18]([NH:20][CH3:21])=[O:19])[CH3:7]. (2) Given the reactants [CH3:1][C:2]1[CH:7]=[C:6]([C:8](O)=O)[CH:5]=[CH:4][C:3]=1[C:11]1[CH:16]=[CH:15][CH:14]=[CH:13][C:12]=1[C:17]([F:20])([F:19])[F:18].[Cl:21][C:22]1[CH:23]=[C:24]([CH:36]=[CH:37][C:38]=1[C:39](=[N:41][OH:42])[NH2:40])[CH2:25][N:26]([CH3:35])[CH2:27][C:28]([O:30]C(C)(C)C)=[O:29], predict the reaction product. The product is: [ClH:21].[Cl:21][C:22]1[CH:23]=[C:24]([CH:36]=[CH:37][C:38]=1[C:39]1[N:40]=[C:8]([C:6]2[CH:5]=[CH:4][C:3]([C:11]3[CH:16]=[CH:15][CH:14]=[CH:13][C:12]=3[C:17]([F:18])([F:19])[F:20])=[C:2]([CH3:1])[CH:7]=2)[O:42][N:41]=1)[CH2:25][N:26]([CH3:35])[CH2:27][C:28]([OH:30])=[O:29].